From a dataset of Forward reaction prediction with 1.9M reactions from USPTO patents (1976-2016). Predict the product of the given reaction. (1) Given the reactants [CH:1]1[C:10]2[C:5](=[CH:6][CH:7]=[CH:8][CH:9]=2)[CH:4]=[CH:3][C:2]=1[C:11]1[C:12]2[C:17]([CH:18]=[C:19]3[C:24]=1[CH:23]=[CH:22][CH:21]=[CH:20]3)=[CH:16][CH:15]=[CH:14][CH:13]=2.[Br:25]Br.S([O-])([O-])(=O)=S.[Na+].[Na+], predict the reaction product. The product is: [Br:25][C:18]1[C:19]2[C:24]([C:11]([C:2]3[CH:3]=[CH:4][C:5]4[C:10](=[CH:9][CH:8]=[CH:7][CH:6]=4)[CH:1]=3)=[C:12]3[C:17]=1[CH:16]=[CH:15][CH:14]=[CH:13]3)=[CH:23][CH:22]=[CH:21][CH:20]=2. (2) Given the reactants [Cl:1][C:2]1[CH:3]=[C:4]2[C:9](=[CH:10][C:11]=1[C:12](O)=[O:13])[N:8]=[CH:7][N:6]=[C:5]2[NH:15][CH:16]([C:18]1[NH:22][C:21]2[CH:23]=[CH:24][C:25]([Cl:27])=[CH:26][C:20]=2[N:19]=1)[CH3:17].FC1C(OC(N(C)C)=[N+](C)C)=C(F)C(F)=C(F)C=1F.F[P-](F)(F)(F)(F)F.C(N(C(C)C)CC)(C)C.[OH:63][CH:64]1[CH2:69][CH2:68][CH2:67][NH:66][CH2:65]1, predict the reaction product. The product is: [Cl:1][C:2]1[CH:3]=[C:4]2[C:9](=[CH:10][C:11]=1[C:12]([N:66]1[CH2:67][CH2:68][CH2:69][CH:64]([OH:63])[CH2:65]1)=[O:13])[N:8]=[CH:7][N:6]=[C:5]2[NH:15][CH:16]([C:18]1[NH:22][C:21]2[CH:23]=[CH:24][C:25]([Cl:27])=[CH:26][C:20]=2[N:19]=1)[CH3:17]. (3) Given the reactants ClN1C(=O)CCC1=O.[OH:9][N:10]=[CH:11][C:12]1[N:17]=[C:16]([NH:18][C:19](=[O:24])[C:20]([CH3:23])([CH3:22])[CH3:21])[CH:15]=[CH:14][CH:13]=1.[CH2:25]([O:27][CH:28]=[CH:29][CH3:30])[CH3:26].C(N(CC)CC)C, predict the reaction product. The product is: [CH2:25]([O:27][CH:28]1[O:9][N:10]=[C:11]([C:12]2[N:17]=[C:16]([NH:18][C:19](=[O:24])[C:20]([CH3:21])([CH3:23])[CH3:22])[CH:15]=[CH:14][CH:13]=2)[CH:29]1[CH3:30])[CH3:26]. (4) Given the reactants [NH2:1][C:2]1[C:3]2[C:10]([C:11]3[CH:16]=[CH:15][CH:14]=[C:13]([O:17][CH2:18][CH:19]4[CH2:23][CH2:22][C:21]([CH3:25])([CH3:24])[O:20]4)[CH:12]=3)=[CH:9][N:8]([C@@H:26]3[CH2:29][C@H:28]([CH2:30]O)[CH2:27]3)[C:4]=2[N:5]=[CH:6][N:7]=1.[S:32]1[CH2:36][CH2:35][NH:34][CH2:33]1, predict the reaction product. The product is: [CH3:24][C:21]1([CH3:25])[O:20][CH:19]([CH2:18][O:17][C:13]2[CH:12]=[C:11]([C:10]3[C:3]4[C:2]([NH2:1])=[N:7][CH:6]=[N:5][C:4]=4[N:8]([C@H:26]4[CH2:29][C@@H:28]([CH2:30][N:34]5[CH2:35][CH2:36][S:32][CH2:33]5)[CH2:27]4)[CH:9]=3)[CH:16]=[CH:15][CH:14]=2)[CH2:23][CH2:22]1.